Dataset: Catalyst prediction with 721,799 reactions and 888 catalyst types from USPTO. Task: Predict which catalyst facilitates the given reaction. (1) Reactant: [Cl:1][C:2]1[CH:3]=[CH:4][C:5]([OH:10])=[C:6]([CH:9]=1)[CH:7]=[O:8].C([O-])([O-])=O.[K+].[K+].[CH2:17](Cl)[O:18][CH2:19][CH2:20][O:21][CH3:22]. Product: [Cl:1][C:2]1[CH:3]=[CH:4][C:5]([O:10][CH2:17][O:18][CH2:19][CH2:20][O:21][CH3:22])=[C:6]([CH:9]=1)[CH:7]=[O:8]. The catalyst class is: 3. (2) Reactant: [F:1][C:2]1[CH:7]=[C:6]([CH3:8])[CH:5]=[CH:4][C:3]=1[OH:9].[H-].[Na+].FC(F)(F)S(O[C:18]1[C:27]2[C:26](=[O:28])[N:25]([CH2:29][C:30]3[CH:35]=[CH:34][C:33]([O:36][CH3:37])=[CH:32][CH:31]=3)[C:24](=[O:38])[N:23]([C:39]3[CH:44]=[CH:43][C:42]([I:45])=[CH:41][C:40]=3[F:46])[C:22]=2[N:21]([CH3:47])[C:20](=[O:48])[CH:19]=1)(=O)=O. Product: [F:1][C:2]1[CH:7]=[C:6]([CH3:8])[CH:5]=[CH:4][C:3]=1[O:9][C:18]1[C:27]2[C:26](=[O:28])[N:25]([CH2:29][C:30]3[CH:31]=[CH:32][C:33]([O:36][CH3:37])=[CH:34][CH:35]=3)[C:24](=[O:38])[N:23]([C:39]3[CH:44]=[CH:43][C:42]([I:45])=[CH:41][C:40]=3[F:46])[C:22]=2[N:21]([CH3:47])[C:20](=[O:48])[CH:19]=1. The catalyst class is: 7. (3) Reactant: [Cl:1][C:2]1[N:7]=[C:6](Cl)[C:5]([N+:9]([O-:11])=[O:10])=[CH:4][N:3]=1.[CH:12]1([NH:18][CH2:19][C:20]([F:27])([CH3:26])[C:21]([O:23][CH2:24][CH3:25])=[O:22])[CH2:17][CH2:16][CH2:15][CH2:14][CH2:13]1.C(=O)([O-])[O-].[K+].[K+]. Product: [Cl:1][C:2]1[N:7]=[C:6]([N:18]([CH:12]2[CH2:13][CH2:14][CH2:15][CH2:16][CH2:17]2)[CH2:19][C:20]([F:27])([CH3:26])[C:21]([O:23][CH2:24][CH3:25])=[O:22])[C:5]([N+:9]([O-:11])=[O:10])=[CH:4][N:3]=1. The catalyst class is: 21. (4) Reactant: [N:1]1[C:10]2[CH2:9][CH2:8][CH2:7][CH2:6][C:5]=2[N:4]=[CH:3][CH:2]=1.[Br:11]NC(=O)CCC(N)=O.C(OOC(=O)C1C=CC=CC=1)(=O)C1C=CC=CC=1. The catalyst class is: 53. Product: [Br:11][CH:9]1[CH2:8][CH2:7][CH2:6][C:5]2[N:4]=[CH:3][CH:2]=[N:1][C:10]1=2.